From a dataset of NCI-60 drug combinations with 297,098 pairs across 59 cell lines. Regression. Given two drug SMILES strings and cell line genomic features, predict the synergy score measuring deviation from expected non-interaction effect. (1) Drug 1: C1=CN(C=N1)CC(O)(P(=O)(O)O)P(=O)(O)O. Drug 2: CN(CC1=CN=C2C(=N1)C(=NC(=N2)N)N)C3=CC=C(C=C3)C(=O)NC(CCC(=O)O)C(=O)O. Cell line: SF-539. Synergy scores: CSS=19.2, Synergy_ZIP=3.39, Synergy_Bliss=3.59, Synergy_Loewe=-15.7, Synergy_HSA=1.77. (2) Drug 1: C1=NC2=C(N1)C(=S)N=C(N2)N. Drug 2: C1=CC(=CC=C1C#N)C(C2=CC=C(C=C2)C#N)N3C=NC=N3. Cell line: NCI-H226. Synergy scores: CSS=12.3, Synergy_ZIP=-5.42, Synergy_Bliss=-0.522, Synergy_Loewe=-8.47, Synergy_HSA=-0.236. (3) Drug 1: CC(CN1CC(=O)NC(=O)C1)N2CC(=O)NC(=O)C2. Drug 2: CCN(CC)CCNC(=O)C1=C(NC(=C1C)C=C2C3=C(C=CC(=C3)F)NC2=O)C. Cell line: MOLT-4. Synergy scores: CSS=56.2, Synergy_ZIP=0.123, Synergy_Bliss=0.470, Synergy_Loewe=1.17, Synergy_HSA=1.95. (4) Drug 1: COC1=CC(=CC(=C1O)OC)C2C3C(COC3=O)C(C4=CC5=C(C=C24)OCO5)OC6C(C(C7C(O6)COC(O7)C8=CC=CS8)O)O. Drug 2: C1=CN(C=N1)CC(O)(P(=O)(O)O)P(=O)(O)O. Cell line: HCT116. Synergy scores: CSS=9.51, Synergy_ZIP=-9.73, Synergy_Bliss=-25.5, Synergy_Loewe=-40.3, Synergy_HSA=-22.6. (5) Drug 1: C1CC(C1)(C(=O)O)C(=O)O.[NH2-].[NH2-].[Pt+2]. Drug 2: CC1CCC2CC(C(=CC=CC=CC(CC(C(=O)C(C(C(=CC(C(=O)CC(OC(=O)C3CCCCN3C(=O)C(=O)C1(O2)O)C(C)CC4CCC(C(C4)OC)O)C)C)O)OC)C)C)C)OC. Cell line: LOX IMVI. Synergy scores: CSS=4.68, Synergy_ZIP=-1.81, Synergy_Bliss=-1.85, Synergy_Loewe=-1.62, Synergy_HSA=-2.57. (6) Drug 1: C1C(C(OC1N2C=NC3=C(N=C(N=C32)Cl)N)CO)O. Drug 2: CC12CCC3C(C1CCC2OP(=O)(O)O)CCC4=C3C=CC(=C4)OC(=O)N(CCCl)CCCl.[Na+]. Cell line: A549. Synergy scores: CSS=21.2, Synergy_ZIP=-2.81, Synergy_Bliss=-4.36, Synergy_Loewe=-27.4, Synergy_HSA=-2.09. (7) Drug 1: CC1C(C(CC(O1)OC2CC(OC(C2O)C)OC3=CC4=CC5=C(C(=O)C(C(C5)C(C(=O)C(C(C)O)O)OC)OC6CC(C(C(O6)C)O)OC7CC(C(C(O7)C)O)OC8CC(C(C(O8)C)O)(C)O)C(=C4C(=C3C)O)O)O)O. Drug 2: C(=O)(N)NO. Cell line: UACC62. Synergy scores: CSS=43.8, Synergy_ZIP=2.66, Synergy_Bliss=5.77, Synergy_Loewe=-36.0, Synergy_HSA=2.65. (8) Drug 1: CC(CN1CC(=O)NC(=O)C1)N2CC(=O)NC(=O)C2. Drug 2: C1CCC(CC1)NC(=O)N(CCCl)N=O. Cell line: SK-MEL-28. Synergy scores: CSS=18.1, Synergy_ZIP=-5.07, Synergy_Bliss=-0.588, Synergy_Loewe=-2.04, Synergy_HSA=-0.173. (9) Drug 1: CC(C1=C(C=CC(=C1Cl)F)Cl)OC2=C(N=CC(=C2)C3=CN(N=C3)C4CCNCC4)N. Drug 2: CNC(=O)C1=NC=CC(=C1)OC2=CC=C(C=C2)NC(=O)NC3=CC(=C(C=C3)Cl)C(F)(F)F. Cell line: MCF7. Synergy scores: CSS=22.8, Synergy_ZIP=-7.16, Synergy_Bliss=-4.99, Synergy_Loewe=-8.10, Synergy_HSA=-4.80.